From a dataset of Peptide-MHC class II binding affinity with 134,281 pairs from IEDB. Regression. Given a peptide amino acid sequence and an MHC pseudo amino acid sequence, predict their binding affinity value. This is MHC class II binding data. (1) The peptide sequence is FLFQRAVAREAIIAL. The MHC is HLA-DPA10201-DPB10101 with pseudo-sequence HLA-DPA10201-DPB10101. The binding affinity (normalized) is 0.598. (2) The peptide sequence is IKDVLKYRWLNLSAN. The MHC is H-2-IAb with pseudo-sequence H-2-IAb. The binding affinity (normalized) is 0.536. (3) The peptide sequence is EAANLAEVRSYCYLA. The MHC is DRB1_1501 with pseudo-sequence DRB1_1501. The binding affinity (normalized) is 0.886. (4) The peptide sequence is KLKLYTGEACRTGDR. The MHC is DRB5_0101 with pseudo-sequence DRB5_0101. The binding affinity (normalized) is 0.403. (5) The peptide sequence is YWFAPGAGAAPLSWS. The MHC is HLA-DQA10301-DQB10302 with pseudo-sequence HLA-DQA10301-DQB10302. The binding affinity (normalized) is 0.509. (6) The peptide sequence is EKKYFAATQFEPLAV. The MHC is HLA-DQA10501-DQB10301 with pseudo-sequence HLA-DQA10501-DQB10301. The binding affinity (normalized) is 0.0209. (7) The peptide sequence is AILNLSIDSSVDR. The MHC is HLA-DPA10201-DPB10501 with pseudo-sequence HLA-DPA10201-DPB10501. The binding affinity (normalized) is 0. (8) The peptide sequence is FKSGRGCGSCFEIKC. The MHC is DRB1_1602 with pseudo-sequence DRB1_1602. The binding affinity (normalized) is 0.470. (9) The peptide sequence is SIMDFDVSGVTPTIS. The MHC is DRB1_0101 with pseudo-sequence DRB1_0101. The binding affinity (normalized) is 0.718.